From a dataset of Forward reaction prediction with 1.9M reactions from USPTO patents (1976-2016). Predict the product of the given reaction. (1) The product is: [C:26]([N:29]1[CH2:33][CH2:32][N:31]([C:2]2[CH:7]=[CH:6][C:5]([C:8]([N:10]3[CH2:15][CH2:14][N:13]([C:16]4[C:21]([CH3:22])=[CH:20][C:19]([CH3:23])=[CH:18][N:17]=4)[CH2:12][CH2:11]3)=[O:9])=[C:4]([O:24][CH3:25])[CH:3]=2)[C:30]1=[O:34])(=[O:28])[CH3:27]. Given the reactants Br[C:2]1[CH:7]=[CH:6][C:5]([C:8]([N:10]2[CH2:15][CH2:14][N:13]([C:16]3[C:21]([CH3:22])=[CH:20][C:19]([CH3:23])=[CH:18][N:17]=3)[CH2:12][CH2:11]2)=[O:9])=[C:4]([O:24][CH3:25])[CH:3]=1.[C:26]([N:29]1[CH2:33][CH2:32][NH:31][C:30]1=[O:34])(=[O:28])[CH3:27], predict the reaction product. (2) Given the reactants [F:1][C:2]1[CH:3]=[C:4]([CH2:8][CH:9]([OH:26])[CH2:10][CH2:11][CH:12]2[CH2:16][CH2:15][C:14](=[O:17])[N:13]2[CH2:18][CH2:19][CH2:20][CH2:21][CH2:22][CH2:23][C:24]#[N:25])[CH:5]=[CH:6][CH:7]=1.[N:27]([Si](C)(C)C)=[N+:28]=[N-:29].C([Sn](=O)CCCC)CCC, predict the reaction product. The product is: [F:1][C:2]1[CH:3]=[C:4]([CH2:8][CH:9]([OH:26])[CH2:10][CH2:11][CH:12]2[N:13]([CH2:18][CH2:19][CH2:20][CH2:21][CH2:22][CH2:23][C:24]3[N:27]=[N:28][NH:29][N:25]=3)[C:14](=[O:17])[CH2:15][CH2:16]2)[CH:5]=[CH:6][CH:7]=1. (3) Given the reactants C(O[C:4]([C:6]1[N:14]([CH3:15])[C:13]2[CH:12]=[CH:11][N:10]=[CH:9][C:8]=2[C:7]=1[NH:16][C:17]1[CH:22]=[CH:21][C:20]([I:23])=[CH:19][C:18]=1[F:24])=[O:5])C.[OH-].[Na+].[CH3:27][C:28]1([CH3:36])[O:32][C@@H:31]([CH2:33][O:34][NH2:35])[CH2:30][O:29]1.CCN=C=NCCCN(C)C.C1C=CC2N(O)N=NC=2C=1.CCN(C(C)C)C(C)C, predict the reaction product. The product is: [CH3:27][C:28]1([CH3:36])[O:32][C@@H:31]([CH2:33][O:34][NH:35][C:4]([C:6]2[N:14]([CH3:15])[C:13]3[CH:12]=[CH:11][N:10]=[CH:9][C:8]=3[C:7]=2[NH:16][C:17]2[CH:22]=[CH:21][C:20]([I:23])=[CH:19][C:18]=2[F:24])=[O:5])[CH2:30][O:29]1. (4) Given the reactants [NH2:1][C:2]1[S:3][CH:4]=[CH:5][C:6]=1[C:7]([O:9][CH3:10])=[O:8].[C:11]1([C:22]2[CH:27]=[CH:26][CH:25]=[CH:24][CH:23]=2)[CH:16]=[CH:15][C:14]([O:17][CH2:18][C:19](O)=[O:20])=[CH:13][CH:12]=1, predict the reaction product. The product is: [C:11]1([C:22]2[CH:23]=[CH:24][CH:25]=[CH:26][CH:27]=2)[CH:12]=[CH:13][C:14]([O:17][CH2:18][C:19]([NH:1][C:2]2[S:3][CH:4]=[CH:5][C:6]=2[C:7]([O:9][CH3:10])=[O:8])=[O:20])=[CH:15][CH:16]=1. (5) The product is: [CH3:1][C:2]1[CH:7]=[CH:6][C:5]([S:8]([O:11][CH2:12][CH:13]2[CH2:17][C:16]3[C:18]([C:26]4[CH:27]=[CH:28][CH:29]=[CH:30][C:25]=4[C:24]([F:35])([F:34])[F:23])=[CH:19][CH:20]=[CH:21][C:15]=3[O:14]2)(=[O:10])=[O:9])=[CH:4][CH:3]=1. Given the reactants [CH3:1][C:2]1[CH:7]=[CH:6][C:5]([S:8]([O:11][CH2:12][CH:13]2[CH2:17][C:16]3[C:18](Br)=[CH:19][CH:20]=[CH:21][C:15]=3[O:14]2)(=[O:10])=[O:9])=[CH:4][CH:3]=1.[F:23][C:24]([F:35])([F:34])[C:25]1[CH:30]=[CH:29][CH:28]=[CH:27][C:26]=1B(O)O.C(=O)([O-])[O-].[K+].[K+].CC1C=CC(S(OCC2CC3C(C4C=CC=CC=4)=CC=CC=3O2)(=O)=O)=CC=1, predict the reaction product.